The task is: Regression. Given a peptide amino acid sequence and an MHC pseudo amino acid sequence, predict their binding affinity value. This is MHC class II binding data.. This data is from Peptide-MHC class II binding affinity with 134,281 pairs from IEDB. The peptide sequence is GWIISNIFGAIPVLA. The MHC is DRB1_0401 with pseudo-sequence DRB1_0401. The binding affinity (normalized) is 0.473.